This data is from Catalyst prediction with 721,799 reactions and 888 catalyst types from USPTO. The task is: Predict which catalyst facilitates the given reaction. Reactant: CC(C)N=C=NC(C)C.[C:10]1([SH:16])[CH:15]=[CH:14][CH:13]=[CH:12][CH:11]=1.[C:17]([O:21][C:22](=[O:35])[C@@H:23]([NH:28][C:29](=[O:34])[CH2:30][CH2:31][CH:32]=[CH2:33])[CH2:24][C:25](O)=[O:26])([CH3:20])([CH3:19])[CH3:18].C(O)(=O)CCC=C. Product: [O:26]=[C:25]([S:16][C:10]1[CH:15]=[CH:14][CH:13]=[CH:12][CH:11]=1)[CH2:24][C@H:23]([NH:28][C:29](=[O:34])[CH2:30][CH2:31][CH:32]=[CH2:33])[C:22]([O:21][C:17]([CH3:18])([CH3:19])[CH3:20])=[O:35]. The catalyst class is: 79.